This data is from Reaction yield outcomes from USPTO patents with 853,638 reactions. The task is: Predict the reaction yield, written as a fraction of the theoretical maximum amount of product (1.0 means a 100% yield; for example, 0.34 means a 34% yield). (1) The reactants are CN(C=O)C.[C:6](Cl)(=[O:10])[C:7](Cl)=O.[NH:12]1[C:20]2[C:15](=[CH:16][CH:17]=[CH:18][C:19]=2[C:21]#[N:22])C=[CH:13]1. The catalyst is ClCCl. The product is [CH:6]([C:7]1[C:15]2[C:20](=[C:19]([C:21]#[N:22])[CH:18]=[CH:17][CH:16]=2)[NH:12][CH:13]=1)=[O:10]. The yield is 0.700. (2) The reactants are [CH3:1][O:2][C:3]1[CH:35]=[C:34]([O:36][CH3:37])[CH:33]=[CH:32][C:4]=1[CH2:5][N:6]1[CH2:14][C:13]2[C:12]([F:15])=[C:11]([NH:16][C@H:17]([CH2:21][CH:22]([CH3:24])[CH3:23])[C:18](O)=[O:19])[N:10]=[C:9]([C:25]3[CH:26]=[N:27][N:28]([CH3:30])[CH:29]=3)[C:8]=2[C:7]1=[O:31].Cl.CN.C[CH2:42][N:43](C(C)C)C(C)C.CN(C(ON1N=NC2C=CC=NC1=2)=[N+](C)C)C.F[P-](F)(F)(F)(F)F.CN.CCN=C=NCCCN(C)C.Cl.C1C=C2N=NN(O)C2=CC=1.O. The catalyst is CN(C=O)C. The product is [CH3:1][O:2][C:3]1[CH:35]=[C:34]([O:36][CH3:37])[CH:33]=[CH:32][C:4]=1[CH2:5][N:6]1[CH2:14][C:13]2[C:12]([F:15])=[C:11]([NH:16][C@H:17]([CH2:21][CH:22]([CH3:23])[CH3:24])[C:18]([NH:43][CH3:42])=[O:19])[N:10]=[C:9]([C:25]3[CH:26]=[N:27][N:28]([CH3:30])[CH:29]=3)[C:8]=2[C:7]1=[O:31]. The yield is 0.950. (3) The reactants are [CH3:1][C:2]1([C:5]2[NH:6][C:7]3[C:12]([CH:13]=2)=[CH:11][C:10]([N+:14]([O-])=O)=[CH:9][CH:8]=3)[CH2:4][CH2:3]1. The catalyst is CCO.[Ni]. The product is [CH3:1][C:2]1([C:5]2[NH:6][C:7]3[C:12]([CH:13]=2)=[CH:11][C:10]([NH2:14])=[CH:9][CH:8]=3)[CH2:4][CH2:3]1. The yield is 0.280. (4) The reactants are [NH2:1][C:2]1[CH:19]=[C:18]([Cl:20])[C:5]([O:6][C:7]2[CH:8]=[C:9]([CH:15]([CH3:17])[CH3:16])[C:10](=[O:14])[N:11]([CH3:13])[N:12]=2)=[C:4]([Cl:21])[CH:3]=1.[N:22]([O-])=O.[Na+].[C:26]([CH2:28][C:29]([NH:31][C:32]([O:34][CH2:35][CH3:36])=[O:33])=[O:30])#[N:27].C([O-])(=O)C.[Na+]. The catalyst is C(O)(=O)C.Cl.O. The product is [CH2:35]([O:34][C:32](=[O:33])[NH:31][C:29](=[O:30])[C:28]([C:26]#[N:27])=[N:22][NH:1][C:2]1[CH:19]=[C:18]([Cl:20])[C:5]([O:6][C:7]2[CH:8]=[C:9]([CH:15]([CH3:16])[CH3:17])[C:10](=[O:14])[N:11]([CH3:13])[N:12]=2)=[C:4]([Cl:21])[CH:3]=1)[CH3:36]. The yield is 0.950. (5) The reactants are [F:1][C:2]1[CH:3]=[C:4]([CH:42]=[CH:43][CH:44]=1)[CH2:5][N:6]1[CH:10]=[C:9]([C:11]2[C:19]3[C:14](=[N:15][CH:16]=[C:17]([C:20]4[CH:25]=[CH:24][C:23]([N:26]5[CH2:31][CH2:30][NH:29][CH2:28][CH2:27]5)=[CH:22][N:21]=4)[CH:18]=3)[N:13]([S:32]([C:35]3[CH:41]=[CH:40][C:38]([CH3:39])=[CH:37][CH:36]=3)(=[O:34])=[O:33])[CH:12]=2)[CH:8]=[N:7]1.[CH3:45][C@H:46]1[CH2:48][O:47]1.CCN(C(C)C)C(C)C. The catalyst is C(O)C. The product is [F:1][C:2]1[CH:3]=[C:4]([CH:42]=[CH:43][CH:44]=1)[CH2:5][N:6]1[CH:10]=[C:9]([C:11]2[C:19]3[C:14](=[N:15][CH:16]=[C:17]([C:20]4[N:21]=[CH:22][C:23]([N:26]5[CH2:27][CH2:28][N:29]([CH2:45][C@@H:46]([OH:47])[CH3:48])[CH2:30][CH2:31]5)=[CH:24][CH:25]=4)[CH:18]=3)[N:13]([S:32]([C:35]3[CH:41]=[CH:40][C:38]([CH3:39])=[CH:37][CH:36]=3)(=[O:34])=[O:33])[CH:12]=2)[CH:8]=[N:7]1. The yield is 0.917. (6) The reactants are Br[C:2]1[CH:7]=[CH:6][CH:5]=[CH:4][C:3]=1[O:8][C:9]1[CH:14]=[CH:13][CH:12]=[CH:11][CH:10]=1.[NH:15]1[CH2:20][CH2:19][NH:18][CH2:17][CH2:16]1.CC([O-])(C)C.[Na+]. The catalyst is C1(C)C=CC=CC=1.CCOC(C)=O.C1C=CC(/C=C/C(/C=C/C2C=CC=CC=2)=O)=CC=1.C1C=CC(/C=C/C(/C=C/C2C=CC=CC=2)=O)=CC=1.C1C=CC(/C=C/C(/C=C/C2C=CC=CC=2)=O)=CC=1.[Pd].[Pd].C1C=CC(P(C2C(C3C(P(C4C=CC=CC=4)C4C=CC=CC=4)=CC=C4C=3C=CC=C4)=C3C(C=CC=C3)=CC=2)C2C=CC=CC=2)=CC=1. The product is [O:8]([C:3]1[CH:4]=[CH:5][CH:6]=[CH:7][C:2]=1[N:15]1[CH2:20][CH2:19][NH:18][CH2:17][CH2:16]1)[C:9]1[CH:14]=[CH:13][CH:12]=[CH:11][CH:10]=1. The yield is 0.643.